From a dataset of Peptide-MHC class II binding affinity with 134,281 pairs from IEDB. Regression. Given a peptide amino acid sequence and an MHC pseudo amino acid sequence, predict their binding affinity value. This is MHC class II binding data. (1) The binding affinity (normalized) is 0.355. The MHC is DRB1_0301 with pseudo-sequence DRB1_0301. The peptide sequence is VDRDTARRHLAEGKV. (2) The peptide sequence is WARMILMTHFFSVLIARDQLEQ. The MHC is DRB1_0401 with pseudo-sequence DRB1_0401. The binding affinity (normalized) is 0.